Task: Predict the product of the given reaction.. Dataset: Forward reaction prediction with 1.9M reactions from USPTO patents (1976-2016) Given the reactants [OH-:1].[Na+].OO.CS(C)=O.[CH3:9][C:10]1[CH:11]=[C:12]([NH:16][C:17]2[N:22]=[C:21]([NH:23][C@H:24]3[CH2:29][CH2:28][CH2:27][CH2:26][C@H:25]3[NH:30][C:31](=[O:37])[O:32][C:33]([CH3:36])([CH3:35])[CH3:34])[C:20]([F:38])=[CH:19][C:18]=2[C:39]#[N:40])[CH:13]=[N:14][CH:15]=1, predict the reaction product. The product is: [NH2:40][C:39]([C:18]1[CH:19]=[C:20]([F:38])[C:21]([NH:23][C@H:24]2[CH2:29][CH2:28][CH2:27][CH2:26][C@H:25]2[NH:30][C:31](=[O:37])[O:32][C:33]([CH3:36])([CH3:34])[CH3:35])=[N:22][C:17]=1[NH:16][C:12]1[CH:13]=[N:14][CH:15]=[C:10]([CH3:9])[CH:11]=1)=[O:1].